From a dataset of Peptide-MHC class I binding affinity with 185,985 pairs from IEDB/IMGT. Regression. Given a peptide amino acid sequence and an MHC pseudo amino acid sequence, predict their binding affinity value. This is MHC class I binding data. (1) The binding affinity (normalized) is 0. The peptide sequence is FSDGTWRDEY. The MHC is HLA-A68:02 with pseudo-sequence HLA-A68:02. (2) The peptide sequence is GMSWITQGL. The MHC is HLA-B27:05 with pseudo-sequence HLA-B27:05. The binding affinity (normalized) is 0.0847. (3) The peptide sequence is QYAEMWAQDAA. The MHC is HLA-B07:02 with pseudo-sequence HLA-B07:02. The binding affinity (normalized) is 0.